Dataset: Forward reaction prediction with 1.9M reactions from USPTO patents (1976-2016). Task: Predict the product of the given reaction. Given the reactants [C:1](=O)([O:29]C1C=CC([N+]([O-])=O)=CC=1)[O:2][CH2:3][C:4]1[C:5]([CH2:20][C:21]2[CH:26]=[C:25]([F:27])[CH:24]=[CH:23][C:22]=2[F:28])=[N:6][C:7]([S:10]([C:13]2[CH:18]=[CH:17][C:16]([Cl:19])=[CH:15][CH:14]=2)(=[O:12])=[O:11])=[CH:8][CH:9]=1.CN1CCOCC1.[CH2:47]([NH2:54])[C:48]1[CH:53]=[CH:52][CH:51]=[CH:50][CH:49]=1.CCCCCC, predict the reaction product. The product is: [CH2:47]([NH:54][C:1](=[O:29])[O:2][CH2:3][C:4]1[C:5]([CH2:20][C:21]2[CH:26]=[C:25]([F:27])[CH:24]=[CH:23][C:22]=2[F:28])=[N:6][C:7]([S:10]([C:13]2[CH:18]=[CH:17][C:16]([Cl:19])=[CH:15][CH:14]=2)(=[O:11])=[O:12])=[CH:8][CH:9]=1)[C:48]1[CH:53]=[CH:52][CH:51]=[CH:50][CH:49]=1.